Dataset: Full USPTO retrosynthesis dataset with 1.9M reactions from patents (1976-2016). Task: Predict the reactants needed to synthesize the given product. (1) Given the product [CH3:1][O:2][C:3]1[CH:4]=[C:5]([CH:23]=[CH:24][C:25]=1[O:26][CH3:27])[CH2:6][CH:7]1[C:16]2[C:11](=[CH:12][C:13]([O:21][CH3:22])=[C:14]([O:17][CH:18]([CH3:20])[CH3:19])[CH:15]=2)[CH2:10][CH2:9][N:8]1[CH2:29][C:30]([NH:40][CH2:39][C:34]1[CH:35]=[CH:36][CH:37]=[CH:38][N:33]=1)=[O:31], predict the reactants needed to synthesize it. The reactants are: [CH3:1][O:2][C:3]1[CH:4]=[C:5]([CH:23]=[CH:24][C:25]=1[O:26][CH3:27])[CH2:6][CH:7]1[C:16]2[C:11](=[CH:12][C:13]([O:21][CH3:22])=[C:14]([O:17][CH:18]([CH3:20])[CH3:19])[CH:15]=2)[CH2:10][CH2:9][NH:8]1.Br[CH2:29][C:30](Br)=[O:31].[N:33]1[CH:38]=[CH:37][CH:36]=[CH:35][C:34]=1[CH2:39][NH2:40]. (2) Given the product [ClH:1].[Cl:1][C:2]1[CH:3]=[C:4]([NH:8][NH2:9])[CH:5]=[CH:6][CH:7]=1, predict the reactants needed to synthesize it. The reactants are: [Cl:1][C:2]1[CH:3]=[C:4]([NH2:8])[CH:5]=[CH:6][CH:7]=1.[N:9]([O-])=O.[Na+].O.O.Cl[Sn]Cl. (3) Given the product [CH2:16]([NH:20][C:12](=[O:14])[CH2:11][C@H:5]1[CH2:4][C@@H:3]([CH2:2][OH:1])[O:8][C:7]([CH3:9])([CH3:10])[O:6]1)[CH2:17][CH2:18][CH3:19], predict the reactants needed to synthesize it. The reactants are: [OH:1][CH2:2][C@H:3]1[O:8][C:7]([CH3:10])([CH3:9])[O:6][C@@H:5]([CH2:11][C:12]([O:14]C)=O)[CH2:4]1.[CH2:16]([NH2:20])[CH2:17][CH2:18][CH3:19]. (4) Given the product [NH2:1][C:4]1[C:5]([NH:20][CH2:21][CH2:22][NH:23][C:24]([O:26][C:27]([CH3:30])([CH3:29])[CH3:28])=[O:25])=[N:6][C:7]([NH:10][CH2:11][C:12]2[CH:17]=[CH:16][C:15]([Cl:18])=[C:14]([Cl:19])[CH:13]=2)=[N:8][CH:9]=1, predict the reactants needed to synthesize it. The reactants are: [N+:1]([C:4]1[C:5]([NH:20][CH2:21][CH2:22][NH:23][C:24]([O:26][C:27]([CH3:30])([CH3:29])[CH3:28])=[O:25])=[N:6][C:7]([NH:10][CH2:11][C:12]2[CH:17]=[CH:16][C:15]([Cl:18])=[C:14]([Cl:19])[CH:13]=2)=[N:8][CH:9]=1)([O-])=O.NN. (5) Given the product [CH3:1][O:2][C:3]([C:5]1[S:6][C:7]([CH2:10][CH2:11][CH2:12][C@H:13]2[CH2:17][CH2:16][C:15]([Cl:18])=[C:14]2[C:20]2[CH:21]=[CH:22][C:23]([CH:26]([O:32][CH2:33][C:34]3[CH:39]=[CH:38][C:37]([O:40][CH3:41])=[CH:36][CH:35]=3)[CH2:27][CH2:28][CH2:29][CH2:30][CH3:31])=[CH:24][CH:25]=2)=[CH:8][CH:9]=1)=[O:4], predict the reactants needed to synthesize it. The reactants are: [CH3:1][O:2][C:3]([C:5]1[S:6][C:7]([CH2:10][CH2:11][CH2:12][C@H:13]2[CH2:17][CH2:16][C:15](Cl)([Cl:18])[C@@H:14]2[C:20]2[CH:25]=[CH:24][C:23]([CH:26]([O:32][CH2:33][C:34]3[CH:39]=[CH:38][C:37]([O:40][CH3:41])=[CH:36][CH:35]=3)[CH2:27][CH2:28][CH2:29][CH2:30][CH3:31])=[CH:22][CH:21]=2)=[CH:8][CH:9]=1)=[O:4].C(N=C(N(C)C)N(C)C)(C)(C)C.Cl.